From a dataset of Forward reaction prediction with 1.9M reactions from USPTO patents (1976-2016). Predict the product of the given reaction. Given the reactants [CH3:1][O:2][C:3]1[CH:4]=[C:5]2[C:10](=[CH:11][CH:12]=1)[N:9]=[C:8]([CH3:13])[CH:7]=[CH:6]2.C1C(=O)N([Br:21])C(=O)C1.CC(N=NC(C#N)(C)C)(C#N)C, predict the reaction product. The product is: [CH3:1][O:2][C:3]1[CH:4]=[C:5]2[C:10](=[CH:11][CH:12]=1)[N:9]=[C:8]([CH2:13][Br:21])[CH:7]=[CH:6]2.